From a dataset of NCI-60 drug combinations with 297,098 pairs across 59 cell lines. Regression. Given two drug SMILES strings and cell line genomic features, predict the synergy score measuring deviation from expected non-interaction effect. Drug 1: CC1C(C(CC(O1)OC2CC(CC3=C2C(=C4C(=C3O)C(=O)C5=C(C4=O)C(=CC=C5)OC)O)(C(=O)CO)O)N)O.Cl. Drug 2: COCCOC1=C(C=C2C(=C1)C(=NC=N2)NC3=CC=CC(=C3)C#C)OCCOC.Cl. Cell line: PC-3. Synergy scores: CSS=10.8, Synergy_ZIP=-1.83, Synergy_Bliss=2.22, Synergy_Loewe=3.05, Synergy_HSA=3.47.